From a dataset of Full USPTO retrosynthesis dataset with 1.9M reactions from patents (1976-2016). Predict the reactants needed to synthesize the given product. (1) Given the product [Cl:1][C:2]1[CH:3]=[C:4]([CH2:9][C:10]([N:19]2[C:27]3[C:22](=[CH:23][C:24]([S:28]([NH2:31])(=[O:29])=[O:30])=[CH:25][CH:26]=3)[CH2:21][CH2:20]2)=[O:12])[CH:5]=[CH:6][C:7]=1[Cl:8], predict the reactants needed to synthesize it. The reactants are: [Cl:1][C:2]1[CH:3]=[C:4]([CH2:9][C:10]([OH:12])=O)[CH:5]=[CH:6][C:7]=1[Cl:8].C(Cl)(=O)C(Cl)=O.[NH:19]1[C:27]2[C:22](=[CH:23][C:24]([S:28]([NH2:31])(=[O:30])=[O:29])=[CH:25][CH:26]=2)[CH2:21][CH2:20]1.C([O-])([O-])=O.[K+].[K+]. (2) Given the product [CH2:1]([N:8]1[C:13]([C:12]([CH3:16])([CH3:15])[CH3:11])=[CH:14][N:10]=[N:9]1)[C:2]1[CH:7]=[CH:6][CH:5]=[CH:4][CH:3]=1, predict the reactants needed to synthesize it. The reactants are: [CH2:1]([N:8]=[N+:9]=[N-:10])[C:2]1[CH:7]=[CH:6][CH:5]=[CH:4][CH:3]=1.[CH3:11][C:12]([CH3:16])([CH3:15])[C:13]#[CH:14]. (3) Given the product [CH:26]1([C:24]2[NH:23][N:22]=[C:21]([NH:20][C:18]3[C:17]([C:29]#[CH:30])=[CH:16][N:15]=[C:14]([C:11]4[S:10][C:9]([CH:7]([OH:8])[CH2:6][CH2:5][OH:4])=[CH:13][CH:12]=4)[N:19]=3)[CH:25]=2)[CH2:28][CH2:27]1, predict the reactants needed to synthesize it. The reactants are: C([O:4][CH2:5][CH2:6][CH:7]([C:9]1[S:10][C:11]([C:14]2[N:19]=[C:18]([NH:20][C:21]3[CH:25]=[C:24]([CH:26]4[CH2:28][CH2:27]4)[NH:23][N:22]=3)[C:17]([C:29]#[CH:30])=[CH:16][N:15]=2)=[CH:12][CH:13]=1)[OH:8])(=O)C.[OH-].[Na+].O. (4) Given the product [F:11][C:10]1[CH:9]=[C:8]2[C:4]([CH2:5][C:6](=[O:12])[NH:7]2)=[CH:3][C:2]=1[C:23]1[CH:22]=[CH:21][C:20]([C:15]2[CH:16]=[CH:17][CH:18]=[CH:19][C:14]=2[OH:13])=[CH:25][CH:24]=1, predict the reactants needed to synthesize it. The reactants are: Br[C:2]1[CH:3]=[C:4]2[C:8](=[CH:9][C:10]=1[F:11])[NH:7][C:6](=[O:12])[CH2:5]2.[OH:13][C:14]1[CH:19]=[CH:18][CH:17]=[CH:16][C:15]=1[C:20]1[CH:25]=[CH:24][C:23](B(O)O)=[CH:22][CH:21]=1.[O-]P([O-])([O-])=O.[K+].[K+].[K+].